From a dataset of Full USPTO retrosynthesis dataset with 1.9M reactions from patents (1976-2016). Predict the reactants needed to synthesize the given product. (1) Given the product [CH3:1][O:2][C:3](=[O:14])[CH2:4][C:5]1[C:13]2[C:8](=[CH:9][CH:10]=[CH:11][CH:12]=2)[N:7]([CH2:17][CH2:18][CH3:19])[CH:6]=1, predict the reactants needed to synthesize it. The reactants are: [CH3:1][O:2][C:3](=[O:14])[CH2:4][C:5]1[C:13]2[C:8](=[CH:9][CH:10]=[CH:11][CH:12]=2)[NH:7][CH:6]=1.[H-].[Na+].[CH2:17](I)[CH2:18][CH3:19].Cl. (2) The reactants are: Br[C:2]1[C:3]([CH3:14])=[N:4][C:5]([N:9]2[CH2:13][CH2:12][CH2:11][CH2:10]2)=[N:6][C:7]=1[CH3:8].CCCCCC.C([Li])CCC.[B:26](OC(C)C)([O:31]C(C)C)[O:27]C(C)C.[Cl-].[NH4+]. Given the product [CH3:14][C:3]1[C:2]([B:26]([OH:31])[OH:27])=[C:7]([CH3:8])[N:6]=[C:5]([N:9]2[CH2:13][CH2:12][CH2:11][CH2:10]2)[N:4]=1, predict the reactants needed to synthesize it. (3) Given the product [F:1][C:2]1[C:11]2[CH2:10][N:9]([C@H:12]([CH:20]([CH3:21])[CH3:22])[C:13]([O:15][C:16]([CH3:19])([CH3:18])[CH3:17])=[O:14])[C:8](=[O:23])[C:7]3=[CH:24][NH:25][C:5]([C:6]=23)=[N:4][CH:3]=1, predict the reactants needed to synthesize it. The reactants are: [F:1][C:2]1[C:11]2[CH2:10][N:9]([C@H:12]([CH:20]([CH3:22])[CH3:21])[C:13]([O:15][C:16]([CH3:19])([CH3:18])[CH3:17])=[O:14])[C:8](=[O:23])[C:7]3=[CH:24][N:25](S(C4C=CC(C)=CC=4)(=O)=O)[C:5]([C:6]=23)=[N:4][CH:3]=1.[OH-].[Na+]. (4) Given the product [CH2:1]([O:3][C:4]([C:6]1[C:7]([Cl:20])=[C:8]2[C:15]([CH3:16])=[N:14][N:13]([CH:17]([CH3:19])[CH3:18])[C:9]2=[N:10][C:11]=1[O:12][S:37]([C:40]([F:43])([F:42])[F:41])(=[O:38])=[O:36])=[O:5])[CH3:2], predict the reactants needed to synthesize it. The reactants are: [CH2:1]([O:3][C:4]([C:6]1[C:11](=[O:12])[NH:10][C:9]2[N:13]([CH:17]([CH3:19])[CH3:18])[N:14]=[C:15]([CH3:16])[C:8]=2[C:7]=1[Cl:20])=[O:5])[CH3:2].C(C1C=C(C)C=C(C(C)(C)C)N=1)(C)(C)C.[O:36](S(C(F)(F)F)(=O)=O)[S:37]([C:40]([F:43])([F:42])[F:41])(=O)=[O:38].